This data is from Reaction yield outcomes from USPTO patents with 853,638 reactions. The task is: Predict the reaction yield, written as a fraction of the theoretical maximum amount of product (1.0 means a 100% yield; for example, 0.34 means a 34% yield). (1) The reactants are C([N:4]1[CH2:9][CH2:8][N:7]([C:10]2[CH:15]=[CH:14][C:13]([O:16][CH2:17][CH2:18][CH2:19][C:20]([F:23])([F:22])[F:21])=[CH:12][CH:11]=2)[CH2:6][CH2:5]1)(=O)C.Cl. The catalyst is [OH-].[Na+]. The product is [F:23][C:20]([F:21])([F:22])[CH2:19][CH2:18][CH2:17][O:16][C:13]1[CH:14]=[CH:15][C:10]([N:7]2[CH2:8][CH2:9][NH:4][CH2:5][CH2:6]2)=[CH:11][CH:12]=1. The yield is 0.770. (2) The reactants are [Cl:1][C:2]([F:18])([F:17])[C:3]1[N:8]=[C:7]([C:9]([OH:11])=O)[CH:6]=[C:5]([C:12]2[O:13][CH:14]=[CH:15][CH:16]=2)[CH:4]=1.Cl.[CH3:20][NH:21][O:22][CH3:23].CCN=C=NCCCN(C)C.Cl.ON1C2C=CC=CC=2N=N1.C(N(CC)C(C)C)(C)C.F[P-](F)(F)(F)(F)F.N1(OC(N(C)C)=[N+](C)C)C2N=CC=CC=2N=N1. The catalyst is CN(C=O)C.CCOC(C)=O. The product is [CH3:23][O:22][N:21]([CH3:20])[C:9]([C:7]1[CH:6]=[C:5]([C:12]2[O:13][CH:14]=[CH:15][CH:16]=2)[CH:4]=[C:3]([C:2]([Cl:1])([F:18])[F:17])[N:8]=1)=[O:11]. The yield is 0.610. (3) The reactants are [OH:1][CH:2]([CH:6]([CH3:8])[CH3:7])[C:3](O)=[O:4].C[Si](Cl)(C)C.C(Cl)(=O)C(Cl)=O.[NH:20]1[CH2:25][CH2:24][O:23][CH2:22][CH2:21]1.C(O)(=O)CC(CC(O)=O)(C(O)=O)O. The catalyst is ClCCl.CO.N1C=CC=CC=1.CN(C)C=O. The product is [OH:1][CH:2]([CH:6]([CH3:8])[CH3:7])[C:3]([N:20]1[CH2:25][CH2:24][O:23][CH2:22][CH2:21]1)=[O:4]. The yield is 0.590. (4) The reactants are [F:1][C:2]1[CH:7]=[CH:6][CH:5]=[C:4]([F:8])[C:3]=1[N:9]1[C:14]2[N:15]=[C:16]([NH:27][CH2:28][CH2:29][NH2:30])[N:17]=[C:18]([C:19]3[CH:24]=[CH:23][C:22]([F:25])=[CH:21][C:20]=3[CH3:26])[C:13]=2[CH:12]=[CH:11][C:10]1=[O:31].[CH3:32][N:33]=[C:34]=[O:35]. No catalyst specified. The product is [F:1][C:2]1[CH:7]=[CH:6][CH:5]=[C:4]([F:8])[C:3]=1[N:9]1[C:14]2[N:15]=[C:16]([N:27]([CH2:28][CH2:29][NH2:30])[C:34]([NH:33][CH3:32])=[O:35])[N:17]=[C:18]([C:19]3[CH:24]=[CH:23][C:22]([F:25])=[CH:21][C:20]=3[CH3:26])[C:13]=2[CH:12]=[CH:11][C:10]1=[O:31]. The yield is 0.590. (5) The reactants are [OH:1][CH:2]([C:6]1[CH:14]=[CH:13][C:9]([C:10]([OH:12])=O)=[CH:8][CH:7]=1)[CH2:3][CH2:4][CH3:5].Cl.[NH2:16][CH2:17][CH2:18][C:19]([O:21][CH2:22][CH3:23])=[O:20].F[P-](F)(F)(F)(F)F.N1(OC(N(C)C)=[N+](C)C)C2N=CC=CC=2N=N1.C(N(C(C)C)CC)(C)C. The catalyst is CN(C)C=O. The product is [OH:1][CH:2]([C:6]1[CH:7]=[CH:8][C:9]([C:10]([NH:16][CH2:17][CH2:18][C:19]([O:21][CH2:22][CH3:23])=[O:20])=[O:12])=[CH:13][CH:14]=1)[CH2:3][CH2:4][CH3:5]. The yield is 0.930. (6) The reactants are [Al+3].[Cl-].[Cl-].[Cl-].[Cl:5][CH2:6][CH2:7][C:8](Cl)=[O:9].[O:11]1[C:15]2[CH:16]=[CH:17][CH:18]=[CH:19][C:14]=2[CH2:13][CH2:12]1. The catalyst is C(Cl)Cl. The product is [Cl:5][CH2:6][CH2:7][C:8]([C:18]1[CH:17]=[CH:16][C:15]2[O:11][CH2:12][CH2:13][C:14]=2[CH:19]=1)=[O:9]. The yield is 0.620.